Task: Predict the reactants needed to synthesize the given product.. Dataset: Full USPTO retrosynthesis dataset with 1.9M reactions from patents (1976-2016) (1) Given the product [S:1]1[C:5]2[CH:6]=[C:7]([N:10]3[CH2:14][CH2:13][N:12]([C:17]4[CH:18]=[N:19][CH:20]=[CH:21][C:22]=4[C:23]([F:26])([F:25])[F:24])[C:11]3=[O:15])[CH:8]=[CH:9][C:4]=2[N:3]=[CH:2]1, predict the reactants needed to synthesize it. The reactants are: [S:1]1[C:5]2[CH:6]=[C:7]([N:10]3[CH2:14][CH2:13][NH:12][C:11]3=[O:15])[CH:8]=[CH:9][C:4]=2[N:3]=[CH:2]1.Br[C:17]1[CH:18]=[N:19][CH:20]=[CH:21][C:22]=1[C:23]([F:26])([F:25])[F:24].N[C@@H]1CCCC[C@H]1N.P([O-])([O-])([O-])=O.[K+].[K+].[K+]. (2) Given the product [C:1]([C:4]1[CH:5]=[C:6]([C:13]2[CH:35]=[CH:34][C:16]([CH2:17][NH:18][C@@H:19]([C:28]3[CH:29]=[CH:30][CH:31]=[CH:32][CH:33]=3)[C:20]([OH:22])=[O:21])=[CH:15][CH:14]=2)[S:7][C:8]=1[NH:9][C:10](=[O:12])[NH2:11])(=[O:3])[NH2:2], predict the reactants needed to synthesize it. The reactants are: [C:1]([C:4]1[CH:5]=[C:6]([C:13]2[CH:35]=[CH:34][C:16]([CH2:17][NH:18][C@@H:19]([C:28]3[CH:33]=[CH:32][CH:31]=[CH:30][CH:29]=3)[C:20]([O:22]C3CCCC3)=[O:21])=[CH:15][CH:14]=2)[S:7][C:8]=1[NH:9][C:10](=[O:12])[NH2:11])(=[O:3])[NH2:2].[Li+].[OH-]. (3) The reactants are: [CH3:1][C@@:2]12[C:10](=[O:11])[CH2:9][CH2:8][C@H:7]1[C@@H:6]1[CH2:12][CH:13]=[C:14]3[CH2:19][C@@H:18]([OH:20])[CH2:17][CH2:16][C@:15]3([CH3:21])[C@H:5]1[CH2:4][CH2:3]2.CN(C1C=CC=CN=1)C.[C:31]([OH:36])(=[O:35])[C:32]([CH3:34])=[O:33].C1(N=C=NC2CCCCC2)CCCCC1. Given the product [CH3:1][C@@:2]12[C:10](=[O:11])[CH2:9][CH2:8][C@H:7]1[C@@H:6]1[CH2:12][CH:13]=[C:14]3[CH2:19][C@@H:18]([OH:20])[CH2:17][CH2:16][C@:15]3([CH3:21])[C@H:5]1[CH2:4][CH2:3]2.[C:31]([O-:36])(=[O:35])[C:32]([CH3:34])=[O:33], predict the reactants needed to synthesize it. (4) Given the product [CH3:26][N:24]([CH3:25])[CH2:23][CH2:22][N:19]1[CH2:18][CH2:17][N:16]([C:14]([NH:13][C:9]2[CH:8]=[C:7]([O:6][C:5]3[CH:4]=[CH:3][C:2]([NH:1][C:39]([NH:38][C:36](=[O:37])[CH2:35][C:29]4[CH:30]=[CH:31][CH:32]=[CH:33][CH:34]=4)=[O:40])=[CH:28][CH:27]=3)[CH:12]=[CH:11][N:10]=2)=[O:15])[CH2:21][CH2:20]1, predict the reactants needed to synthesize it. The reactants are: [NH2:1][C:2]1[CH:28]=[CH:27][C:5]([O:6][C:7]2[CH:12]=[CH:11][N:10]=[C:9]([NH:13][C:14]([N:16]3[CH2:21][CH2:20][N:19]([CH2:22][CH2:23][N:24]([CH3:26])[CH3:25])[CH2:18][CH2:17]3)=[O:15])[CH:8]=2)=[CH:4][CH:3]=1.[C:29]1([CH2:35][C:36]([N:38]=[C:39]=[O:40])=[O:37])[CH:34]=[CH:33][CH:32]=[CH:31][CH:30]=1. (5) Given the product [CH2:1]([O:8][C:9]1[CH:14]=[CH:13][C:12]([C:15]2[NH:16][C:17]([Cl:33])=[C:18]([CH2:20][OH:21])[N:19]=2)=[C:11]([F:22])[CH:10]=1)[C:2]1[CH:3]=[CH:4][CH:5]=[CH:6][CH:7]=1, predict the reactants needed to synthesize it. The reactants are: [CH2:1]([O:8][C:9]1[CH:14]=[CH:13][C:12]([C:15]2[NH:16][CH:17]=[C:18]([CH2:20][OH:21])[N:19]=2)=[C:11]([F:22])[CH:10]=1)[C:2]1[CH:7]=[CH:6][CH:5]=[CH:4][CH:3]=1.C(OCC)(=O)C.CC(C)=O.[Cl:33]N1C(=O)CCC1=O. (6) Given the product [CH3:17][N:2]([CH3:1])[CH2:3][CH2:4][C:5]1[CH:6]=[C:7]2[CH:16]=[CH:15][NH:14][N:8]2[C:9](=[O:13])[C:10]=1[C:11]#[N:12], predict the reactants needed to synthesize it. The reactants are: [CH3:1][N:2]([CH3:17])/[CH:3]=[CH:4]/[C:5]1[CH:6]=[C:7]2[CH:16]=[CH:15][NH:14][N:8]2[C:9](=[O:13])[C:10]=1[C:11]#[N:12].